Dataset: Full USPTO retrosynthesis dataset with 1.9M reactions from patents (1976-2016). Task: Predict the reactants needed to synthesize the given product. (1) Given the product [Cl:1][C:2]1[S:6][C:5]([C:7]([N:42]2[CH2:43][CH2:44][CH:39]([C:37](=[O:38])[C:36]3[CH:35]=[CH:34][C:33]([F:32])=[CH:46][CH:45]=3)[CH2:40][CH2:41]2)=[O:9])=[CH:4][CH:3]=1, predict the reactants needed to synthesize it. The reactants are: [Cl:1][C:2]1[S:6][C:5]([C:7]([OH:9])=O)=[CH:4][CH:3]=1.Cl.C(N=C=NCCCN(C)C)C.C(N(CC)C(C)C)(C)C.Cl.[F:32][C:33]1[CH:46]=[CH:45][C:36]([C:37]([CH:39]2[CH2:44][CH2:43][NH:42][CH2:41][CH2:40]2)=[O:38])=[CH:35][CH:34]=1. (2) Given the product [Cl:23][C:24]1[CH:29]=[C:7]([N:1]2[CH2:2][CH2:3][NH:4][CH2:5][CH2:6]2)[N:27]=[CH:26][N:25]=1, predict the reactants needed to synthesize it. The reactants are: [N:1]1([C:7](OC(C)(C)C)=O)[CH2:6][CH2:5][NH:4][CH2:3][CH2:2]1.CCN(C(C)C)C(C)C.[Cl:23][C:24]1[CH:29]=C(Cl)[N:27]=[CH:26][N:25]=1. (3) Given the product [Cl:16][C:12]1[CH:11]=[C:10]([C:8]2[O:7][N:6]=[C:5]([CH2:4][NH:2][CH3:1])[N:9]=2)[CH:15]=[CH:14][CH:13]=1, predict the reactants needed to synthesize it. The reactants are: [CH3:1][NH2:2].Cl[CH2:4][C:5]1[N:9]=[C:8]([C:10]2[CH:15]=[CH:14][CH:13]=[C:12]([Cl:16])[CH:11]=2)[O:7][N:6]=1. (4) The reactants are: [CH:1]1([N:5]2[CH2:11][CH2:10][CH2:9][N:8]([C:12]([CH:14]3[CH2:17][N:16](C(OCC4C=CC=CC=4)=O)[CH2:15]3)=[O:13])[CH2:7][CH2:6]2)[CH2:4][CH2:3][CH2:2]1. Given the product [NH:16]1[CH2:15][CH:14]([C:12]([N:8]2[CH2:9][CH2:10][CH2:11][N:5]([CH:1]3[CH2:4][CH2:3][CH2:2]3)[CH2:6][CH2:7]2)=[O:13])[CH2:17]1, predict the reactants needed to synthesize it.